Dataset: Reaction yield outcomes from USPTO patents with 853,638 reactions. Task: Predict the reaction yield, written as a fraction of the theoretical maximum amount of product (1.0 means a 100% yield; for example, 0.34 means a 34% yield). (1) The reactants are Cl.[F:2][C:3]1[CH:4]=[C:5]2[C:10](=[C:11]([N:13]3[CH2:18][CH2:17][N:16]([CH3:19])[CH2:15][CH2:14]3)[CH:12]=1)[O:9][CH:8]([C:20]([OH:22])=O)[CH2:7][CH2:6]2.C(N(CC)C(C)C)(C)C.CN(C(ON1N=NC2C=CC=CC1=2)=[N+](C)C)C.[B-](F)(F)(F)F.[NH2:54][C:55]1[CH:60]=[CH:59][C:58]([N:61]2[CH2:65][CH2:64][O:63][C:62]2=[O:66])=[CH:57][CH:56]=1. The catalyst is CN(C)C=O.C(OCC)(=O)C.CCOCC. The product is [F:2][C:3]1[CH:4]=[C:5]2[C:10](=[C:11]([N:13]3[CH2:14][CH2:15][N:16]([CH3:19])[CH2:17][CH2:18]3)[CH:12]=1)[O:9][CH:8]([C:20]([NH:54][C:55]1[CH:56]=[CH:57][C:58]([N:61]3[CH2:65][CH2:64][O:63][C:62]3=[O:66])=[CH:59][CH:60]=1)=[O:22])[CH2:7][CH2:6]2. The yield is 0.700. (2) The product is [Cl:1][C:2]1[CH:11]=[C:10]([C:12]([NH:14][CH2:15][C:16]2[CH:17]=[C:18]([OH:24])[CH:19]=[C:20]([OH:22])[CH:21]=2)=[O:13])[CH:9]=[CH:8][C:3]=1[C:4]([O:6][CH3:7])=[O:5]. The yield is 0.900. The reactants are [Cl:1][C:2]1[CH:11]=[C:10]([C:12]([NH:14][CH2:15][C:16]2[CH:21]=[C:20]([O:22]C)[CH:19]=[C:18]([O:24]C)[CH:17]=2)=[O:13])[CH:9]=[CH:8][C:3]=1[C:4]([O:6][CH3:7])=[O:5].B(Br)(Br)Br.O. The catalyst is ClCCl.